This data is from Ames mutagenicity test results for genotoxicity prediction. The task is: Regression/Classification. Given a drug SMILES string, predict its toxicity properties. Task type varies by dataset: regression for continuous values (e.g., LD50, hERG inhibition percentage) or binary classification for toxic/non-toxic outcomes (e.g., AMES mutagenicity, cardiotoxicity, hepatotoxicity). Dataset: ames. The molecule is CN(N=O)C(=O)c1ccccc1. The result is 1 (mutagenic).